Dataset: Reaction yield outcomes from USPTO patents with 853,638 reactions. Task: Predict the reaction yield, written as a fraction of the theoretical maximum amount of product (1.0 means a 100% yield; for example, 0.34 means a 34% yield). (1) The reactants are [N:1]1[CH:6]=[CH:5][CH:4]=[CH:3][C:2]=1[C:7]1[CH:12]=[CH:11][CH:10]=[CH:9][N:8]=1.ClC1C=C(C=CC=1)C(OO)=[O:18]. The catalyst is ClCCl. The product is [N+:1]1([O-:18])[C:2]([C:7]2[CH:12]=[CH:11][CH:10]=[CH:9][N:8]=2)=[CH:3][CH:4]=[CH:5][CH:6]=1. The yield is 0.500. (2) The reactants are [CH3:1][O:2][C:3]1[CH:16]=[CH:15][C:6]([CH2:7][NH:8][C:9]2[CH:14]=[CH:13][N:12]=[CH:11][N:10]=2)=[CH:5][CH:4]=1.C[Si]([N-][Si](C)(C)C)(C)C.[Li+].[Cl:27][C:28]1[C:37]2[C:32](=[CH:33][C:34]([S:38](OC3C(F)=C(F)C(F)=C(F)C=3F)(=[O:40])=[O:39])=[CH:35][CH:36]=2)[CH:31]=[CH:30][N:29]=1. The catalyst is C1COCC1. The product is [Cl:27][C:28]1[C:37]2[C:32](=[CH:33][C:34]([S:38]([N:8]([CH2:7][C:6]3[CH:5]=[CH:4][C:3]([O:2][CH3:1])=[CH:16][CH:15]=3)[C:9]3[CH:14]=[CH:13][N:12]=[CH:11][N:10]=3)(=[O:40])=[O:39])=[CH:35][CH:36]=2)[CH:31]=[CH:30][N:29]=1. The yield is 0.397.